From a dataset of Peptide-MHC class I binding affinity with 185,985 pairs from IEDB/IMGT. Regression. Given a peptide amino acid sequence and an MHC pseudo amino acid sequence, predict their binding affinity value. This is MHC class I binding data. (1) The peptide sequence is GLAEKPNDY. The MHC is HLA-A31:01 with pseudo-sequence HLA-A31:01. The binding affinity (normalized) is 0.0847. (2) The peptide sequence is GMLPVCPLI. The MHC is HLA-A02:02 with pseudo-sequence HLA-A02:02. The binding affinity (normalized) is 0.352.